This data is from Forward reaction prediction with 1.9M reactions from USPTO patents (1976-2016). The task is: Predict the product of the given reaction. (1) Given the reactants Br[C:2]1[CH:11]=[CH:10][C:9]2[C:4](=[CH:5][CH:6]=[CH:7][CH:8]=2)[CH:3]=1.[OH-:12].[Cs+], predict the reaction product. The product is: [CH:3]1[C:4]2[C:9](=[CH:8][CH:7]=[CH:6][CH:5]=2)[CH:10]=[CH:11][C:2]=1[OH:12]. (2) Given the reactants [N:1]#[C:2]Br.[Cl:4][C:5]1[CH:10]=[CH:9][C:8]([CH2:11][NH2:12])=[CH:7][N:6]=1, predict the reaction product. The product is: [Cl:4][C:5]1[N:6]=[CH:7][C:8]([CH2:11][NH:12][C:2]#[N:1])=[CH:9][CH:10]=1.